From a dataset of Forward reaction prediction with 1.9M reactions from USPTO patents (1976-2016). Predict the product of the given reaction. (1) Given the reactants [OH:1][C:2]12[C:13]3[C:8](=[CH:9][CH:10]=[CH:11][CH:12]=3)[C:7](=[O:14])[C:6]1([OH:15])[C:5]1[CH:16]=[C:17]([C:20]([CH2:23][CH3:24])([CH3:22])[CH3:21])[CH:18]=[CH:19][C:4]=1[O:3]2.[C:25]([OH:28])(=O)[CH3:26].N1C=CC=CC=1.C1C[O:38][CH2:37][CH2:36]1, predict the reaction product. The product is: [C:37]([O:3][C:4]1[CH:19]=[CH:18][C:17]([C:20]([CH2:23][CH3:24])([CH3:22])[CH3:21])=[CH:16][C:5]=1[C:6]1([O:15][C:25](=[O:28])[CH3:26])[C:7](=[O:14])[C:8]2[C:13](=[CH:12][CH:11]=[CH:10][CH:9]=2)[C:2]1=[O:1])(=[O:38])[CH3:36]. (2) Given the reactants [N+:1]([C:4]1[CH:9]=[CH:8][C:7]([C:10]2[C:14]([C:15]3[CH:20]=[CH:19][N:18]=[C:17]4[NH:21][CH:22]=[CH:23][C:16]=34)=[CH:13][N:12]([CH2:24][C:25]([OH:27])=[O:26])[N:11]=2)=[CH:6][CH:5]=1)([O-])=O.[Sn].Cl.[C:30]1([N:36]=[C:37]=[O:38])[CH:35]=[CH:34][CH:33]=[CH:32][CH:31]=1, predict the reaction product. The product is: [C:30]1([NH:36][C:37]([NH:1][C:4]2[CH:9]=[CH:8][C:7]([C:10]3[C:14]([C:15]4[CH:20]=[CH:19][N:18]=[C:17]5[NH:21][CH:22]=[CH:23][C:16]=45)=[CH:13][N:12]([CH2:24][C:25]([OH:27])=[O:26])[N:11]=3)=[CH:6][CH:5]=2)=[O:38])[CH:35]=[CH:34][CH:33]=[CH:32][CH:31]=1. (3) Given the reactants Cl[C:2]1[C:28]([CH3:29])=[CH:27][C:5]2[N:6]=[C:7]3[C:12]([N:13]([CH2:14][CH2:15][CH2:16][CH2:17][CH2:18][CH2:19][C:20]([O:22][CH2:23][CH3:24])=[O:21])[C:4]=2[CH:3]=1)=[N:11][C:10](=[O:25])[NH:9][C:8]3=[O:26].[CH:30]1([NH2:33])[CH2:32][CH2:31]1, predict the reaction product. The product is: [CH:30]1([NH:33][C:2]2[C:28]([CH3:29])=[CH:27][C:5]3[N:6]=[C:7]4[C:12]([N:13]([CH2:14][CH2:15][CH2:16][CH2:17][CH2:18][CH2:19][C:20]([O:22][CH2:23][CH3:24])=[O:21])[C:4]=3[CH:3]=2)=[N:11][C:10](=[O:25])[NH:9][C:8]4=[O:26])[CH2:32][CH2:31]1. (4) Given the reactants [CH3:1][O:2][C:3]1[CH:4]=[C:5]2[C:10](=[CH:11][C:12]=1[O:13][CH3:14])[N:9]=[CH:8][CH:7]=[C:6]2[O:15][C:16]1[C:22]([CH3:23])=[CH:21][C:19]([NH2:20])=[C:18]([CH3:24])[CH:17]=1.C1(C)C=CC=CC=1.C(N(CC)CC)C.Cl[C:40](Cl)([O:42]C(=O)OC(Cl)(Cl)Cl)Cl.[C:51]1([CH:57]([OH:61])[CH2:58][CH2:59][CH3:60])[CH:56]=[CH:55][CH:54]=[CH:53][CH:52]=1, predict the reaction product. The product is: [CH3:1][O:2][C:3]1[CH:4]=[C:5]2[C:10](=[CH:11][C:12]=1[O:13][CH3:14])[N:9]=[CH:8][CH:7]=[C:6]2[O:15][C:16]1[C:22]([CH3:23])=[CH:21][C:19]([NH:20][C:40](=[O:42])[O:61][CH:57]([C:51]2[CH:56]=[CH:55][CH:54]=[CH:53][CH:52]=2)[CH2:58][CH2:59][CH3:60])=[C:18]([CH3:24])[CH:17]=1. (5) The product is: [CH2:25]([O:27][CH:28]([NH:24][C:4]1[CH:5]=[CH:6][C:7]([O:8][C:9]2[CH:14]=[CH:13][N:12]=[C:11]3[CH:15]=[C:16]([C:18]4[N:19]=[CH:20][N:21]([CH3:23])[CH:22]=4)[S:17][C:10]=23)=[C:2]([F:1])[CH:3]=1)[C:29]([F:32])([F:31])[F:30])[CH3:26]. Given the reactants [F:1][C:2]1[CH:3]=[C:4]([NH2:24])[CH:5]=[CH:6][C:7]=1[O:8][C:9]1[CH:14]=[CH:13][N:12]=[C:11]2[CH:15]=[C:16]([C:18]3[N:19]=[CH:20][N:21]([CH3:23])[CH:22]=3)[S:17][C:10]=12.[CH2:25]([O:27][CH:28](O)[C:29]([F:32])([F:31])[F:30])[CH3:26].O.C1(C)C=CC(S(O)(=O)=O)=CC=1, predict the reaction product. (6) Given the reactants [C:1]([NH:4][C@@H:5]([CH2:43][C:44]1[CH:49]=[CH:48][CH:47]=[CH:46][CH:45]=1)[C:6]([NH:8][C@@H:9]([CH2:18][C:19]1[CH:24]=[CH:23][CH:22]=[C:21]([CH2:25][N:26]2[CH2:30][C:29](=[O:31])[N:28](CC3C=CC(OC)=CC=3)[S:27]2(=[O:42])=[O:41])[CH:20]=1)[C:10]([NH:12][CH2:13][CH2:14][CH2:15][CH2:16][CH3:17])=[O:11])=[O:7])(=[O:3])[CH3:2].C([SiH](C)C)(C)(C)C, predict the reaction product. The product is: [C:1]([NH:4][C@@H:5]([CH2:43][C:44]1[CH:45]=[CH:46][CH:47]=[CH:48][CH:49]=1)[C:6]([NH:8][C@H:9]([C:10](=[O:11])[NH:12][CH2:13][CH2:14][CH2:15][CH2:16][CH3:17])[CH2:18][C:19]1[CH:24]=[CH:23][CH:22]=[C:21]([CH2:25][N:26]2[CH2:30][C:29](=[O:31])[NH:28][S:27]2(=[O:42])=[O:41])[CH:20]=1)=[O:7])(=[O:3])[CH3:2]. (7) Given the reactants [H-].[Na+].F[C:4]1[CH:9]=[CH:8][C:7]([N+:10]([O-:12])=[O:11])=[CH:6][CH:5]=1.[F:13][C:14]1[CH:19]=[CH:18][CH:17]=[C:16]([F:20])[C:15]=1[OH:21], predict the reaction product. The product is: [F:13][C:14]1[CH:19]=[CH:18][CH:17]=[C:16]([F:20])[C:15]=1[O:21][C:4]1[CH:9]=[CH:8][C:7]([N+:10]([O-:12])=[O:11])=[CH:6][CH:5]=1. (8) Given the reactants [O:1]=[S:2]1(=[O:37])[C:6]2[CH:7]=[CH:8][CH:9]=[CH:10][C:5]=2[C:4]([NH:11][C@@H:12]([CH2:17][C:18]2[CH:23]=[CH:22][C:21]([O:24][CH2:25][CH2:26][N:27]([C:29]([CH:31]3[CH2:36][CH2:35][CH2:34][CH2:33][CH2:32]3)=[O:30])[CH3:28])=[CH:20][CH:19]=2)[C:13]([O:15]C)=[O:14])=[N:3]1.[Li+].[OH-].Cl.O, predict the reaction product. The product is: [O:1]=[S:2]1(=[O:37])[C:6]2[CH:7]=[CH:8][CH:9]=[CH:10][C:5]=2[C:4]([NH:11][C@@H:12]([CH2:17][C:18]2[CH:23]=[CH:22][C:21]([O:24][CH2:25][CH2:26][N:27]([C:29]([CH:31]3[CH2:32][CH2:33][CH2:34][CH2:35][CH2:36]3)=[O:30])[CH3:28])=[CH:20][CH:19]=2)[C:13]([OH:15])=[O:14])=[N:3]1. (9) Given the reactants Cl[C:2]1[C:11]2[C:6](=[C:7]([Br:12])[CH:8]=[CH:9][CH:10]=2)[CH:5]=[CH:4][N:3]=1.[N:13]1([C:18]2[CH:19]=[C:20]([CH:22]=[CH:23][CH:24]=2)[NH2:21])[CH:17]=[CH:16][N:15]=[CH:14]1.C(=O)([O-])[O-].[K+].[K+], predict the reaction product. The product is: [Br:12][C:7]1[CH:8]=[CH:9][CH:10]=[C:11]2[C:6]=1[CH:5]=[CH:4][N:3]=[C:2]2[NH:21][C:20]1[CH:22]=[CH:23][CH:24]=[C:18]([N:13]2[CH:17]=[CH:16][N:15]=[CH:14]2)[CH:19]=1. (10) The product is: [Cl:1][C:2]1[C:7]([F:8])=[CH:6][CH:5]=[C:4]([Cl:9])[C:3]=1[CH:10]([O:13][Si:14]([CH3:17])([CH3:16])[CH3:15])[CH:11]=[O:39]. Given the reactants [Cl:1][C:2]1[C:7]([F:8])=[CH:6][CH:5]=[C:4]([Cl:9])[C:3]=1[CH:10]([O:13][Si:14]([CH3:17])([CH3:16])[CH3:15])[C:11]#N.[H-].C([Al+]CC(C)C)C(C)C.CCCCCC.CO.[C@H](O)(C([O-])=O)[C@@H](O)C([O-])=[O:39].[Na+].[K+], predict the reaction product.